Predict the reactants needed to synthesize the given product. From a dataset of Full USPTO retrosynthesis dataset with 1.9M reactions from patents (1976-2016). Given the product [Br:19][CH:20]([CH2:24][CH3:25])[C:21]([NH:11][C:8]([CH3:10])([CH3:9])[C:7]#[C:6][CH2:5][CH2:4][CH2:3][Cl:2])=[O:22], predict the reactants needed to synthesize it. The reactants are: Cl.[Cl:2][CH2:3][CH2:4][CH2:5][C:6]#[C:7][C:8]([NH2:11])([CH3:10])[CH3:9].C(N(CC)CC)C.[Br:19][CH:20]([CH2:24][CH3:25])[C:21](Br)=[O:22].O.